This data is from Peptide-MHC class II binding affinity with 134,281 pairs from IEDB. The task is: Regression. Given a peptide amino acid sequence and an MHC pseudo amino acid sequence, predict their binding affinity value. This is MHC class II binding data. (1) The peptide sequence is AVSMTGVMRGNHYAF. The MHC is HLA-DQA10601-DQB10402 with pseudo-sequence HLA-DQA10601-DQB10402. The binding affinity (normalized) is 0.517. (2) The peptide sequence is MSGPMQQLTQPLQQL. The MHC is DRB5_0101 with pseudo-sequence DRB5_0101. The binding affinity (normalized) is 0.0938.